This data is from Reaction yield outcomes from USPTO patents with 853,638 reactions. The task is: Predict the reaction yield, written as a fraction of the theoretical maximum amount of product (1.0 means a 100% yield; for example, 0.34 means a 34% yield). (1) The reactants are FC(F)(F)S([O-])(=O)=O.C[N+]1[CH:14]=[CH:13][N:12]([S:15]([N:18]2[CH2:23][CH2:22][O:21][CH2:20][CH2:19]2)(=[O:17])=[O:16])C=1.[C@H:24]1([NH:33][C:34]2[CH:43]=[CH:42][C:41]3[C:36](=[CH:37][CH:38]=C(N)C=3)[N:35]=2)[C:32]2[C:27](=[CH:28][CH:29]=[CH:30][CH:31]=2)[CH2:26][CH2:25]1. The catalyst is C(#N)C. The product is [C@H:24]1([NH:33][C:34]2[CH:43]=[CH:42][C:41]3[C:36](=[CH:37][CH:38]=[C:13]([NH:12][S:15]([N:18]4[CH2:19][CH2:20][O:21][CH2:22][CH2:23]4)(=[O:16])=[O:17])[CH:14]=3)[N:35]=2)[C:32]2[C:27](=[CH:28][CH:29]=[CH:30][CH:31]=2)[CH2:26][CH2:25]1. The yield is 0.450. (2) The reactants are [F:1][C:2]1[CH:7]=[CH:6][CH:5]=[C:4]([F:8])[C:3]=1[C:9]1[O:10][C:11]([C:19]2[S:20][CH:21]=[CH:22][CH:23]=2)=[C:12]([C:14]([O:16]CC)=[O:15])[N:13]=1.[OH-].[K+].Cl. The catalyst is CO. The product is [F:8][C:4]1[CH:5]=[CH:6][CH:7]=[C:2]([F:1])[C:3]=1[C:9]1[O:10][C:11]([C:19]2[S:20][CH:21]=[CH:22][CH:23]=2)=[C:12]([C:14]([OH:16])=[O:15])[N:13]=1. The yield is 0.890. (3) The reactants are [NH2:1][C:2]1[C:3]([C:15]([NH2:17])=[O:16])=[CH:4][C:5]2[C:13]3[C:8](=[CH:9][CH:10]=[CH:11][CH:12]=3)[NH:7][C:6]=2[N:14]=1.[CH2:18](Br)[C:19](=[CH2:21])[CH3:20].NC1C(C(N)=O)=CC2C3C(=CC=CC=3)N(C(C)C)C=2N=1. No catalyst specified. The product is [NH2:1][C:2]1[C:3]([C:15]([NH2:17])=[O:16])=[CH:4][C:5]2[C:13]3[C:8](=[CH:9][CH:10]=[CH:11][CH:12]=3)[N:7]([CH2:20][C:19]([CH3:21])=[CH2:18])[C:6]=2[N:14]=1. The yield is 0.590.